Dataset: Full USPTO retrosynthesis dataset with 1.9M reactions from patents (1976-2016). Task: Predict the reactants needed to synthesize the given product. (1) Given the product [F:3][C:4]([F:36])([F:35])[O:5][C:6]1[CH:11]=[CH:10][C:9]([N:12]2[CH2:17][CH2:16][N:15]([C:18]([O:20][CH2:21][C:22]3([CH3:33])[O:34][C:25]4=[N:26][C:27]([N+:29]([O-:31])=[O:30])=[CH:28][N:24]4[CH2:23]3)=[O:19])[CH2:14][CH2:13]2)=[CH:8][CH:7]=1, predict the reactants needed to synthesize it. The reactants are: [H-].[Na+].[F:3][C:4]([F:36])([F:35])[O:5][C:6]1[CH:11]=[CH:10][C:9]([N:12]2[CH2:17][CH2:16][N:15]([C:18]([O:20][CH2:21][C:22]([OH:34])([CH3:33])[CH2:23][N:24]3[CH:28]=[C:27]([N+:29]([O-:31])=[O:30])[N:26]=[C:25]3Cl)=[O:19])[CH2:14][CH2:13]2)=[CH:8][CH:7]=1. (2) Given the product [Cl:35][C:28]1[CH:29]=[C:30]([C:31]([O:33][CH3:34])=[O:32])[C:25]([C:12]2[CH:13]=[CH:14][C:2]([Cl:1])=[C:3]([C:4]([O:6][C:7]([CH3:8])([CH3:9])[CH3:10])=[O:5])[CH:11]=2)=[N:26][CH:27]=1, predict the reactants needed to synthesize it. The reactants are: [Cl:1][C:2]1[CH:14]=[CH:13][C:12](B2OC(C)(C)C(C)(C)O2)=[CH:11][C:3]=1[C:4]([O:6][C:7]([CH3:10])([CH3:9])[CH3:8])=[O:5].Cl[C:25]1[C:30]([C:31]([O:33][CH3:34])=[O:32])=[CH:29][C:28]([Cl:35])=[CH:27][N:26]=1. (3) Given the product [CH3:1][O:2][C:3]1[CH:40]=[C:39]([O:41][CH3:42])[CH:38]=[CH:37][C:4]=1[CH2:5][N:6]([C:31]1[CH:36]=[CH:35][N:34]=[CH:33][N:32]=1)[S:7]([C:10]1[CH:15]=[C:14]([F:16])[C:13]([O:17][C@H:18]2[CH2:22][C@H:21]([O:23][CH3:47])[CH2:20][C@@H:19]2[C:24]2[N:28]([CH3:29])[N:27]=[CH:26][CH:25]=2)=[CH:12][C:11]=1[F:30])(=[O:8])=[O:9], predict the reactants needed to synthesize it. The reactants are: [CH3:1][O:2][C:3]1[CH:40]=[C:39]([O:41][CH3:42])[CH:38]=[CH:37][C:4]=1[CH2:5][N:6]([C:31]1[CH:36]=[CH:35][N:34]=[CH:33][N:32]=1)[S:7]([C:10]1[CH:15]=[C:14]([F:16])[C:13]([O:17][C@H:18]2[CH2:22][C@H:21]([OH:23])[CH2:20][C@@H:19]2[C:24]2[N:28]([CH3:29])[N:27]=[CH:26][CH:25]=2)=[CH:12][C:11]=1[F:30])(=[O:9])=[O:8].S(OC)(O[CH3:47])(=O)=O.[H-].[Na+]. (4) Given the product [OH:12][C:5]1[CH:6]=[N:7][C:8]2[C:4]([C:18]=1[C:19]([OH:21])=[O:20])=[CH:3][C:2]([I:1])=[CH:10][CH:9]=2, predict the reactants needed to synthesize it. The reactants are: [I:1][C:2]1[CH:3]=[C:4]2[C:8](=[CH:9][CH:10]=1)[NH:7][C:6](=O)[C:5]2=[O:12].[OH-].[K+].O.BrC[C:18](=O)[C:19]([OH:21])=[O:20].OS([O-])=O.[Na+].Cl. (5) Given the product [Cl:1][C:2]1[CH:9]=[C:8]([CH3:10])[CH:7]=[CH:6][C:3]=1[C:4]([O:20][CH2:18][CH3:19])=[O:16], predict the reactants needed to synthesize it. The reactants are: [Cl:1][C:2]1[CH:9]=[C:8]([CH3:10])[CH:7]=[CH:6][C:3]=1[C:4]#N.S(=O)(=O)(O)O.[OH-:16].[Na+].[CH2:18]([OH:20])[CH3:19]. (6) Given the product [CH3:1][O:2][C:3](=[O:15])[C:4]1[CH:9]=[CH:8][C:7]([O:10][CH3:11])=[C:6]([O:12][CH3:13])[C:5]=1[O:14][CH2:17][C:18]([O:20][C:21]([CH3:24])([CH3:23])[CH3:22])=[O:19], predict the reactants needed to synthesize it. The reactants are: [CH3:1][O:2][C:3](=[O:15])[C:4]1[CH:9]=[CH:8][C:7]([O:10][CH3:11])=[C:6]([O:12][CH3:13])[C:5]=1[OH:14].Br[CH2:17][C:18]([O:20][C:21]([CH3:24])([CH3:23])[CH3:22])=[O:19].C([O-])([O-])=O.[K+].[K+].O.